This data is from Reaction yield outcomes from USPTO patents with 853,638 reactions. The task is: Predict the reaction yield, written as a fraction of the theoretical maximum amount of product (1.0 means a 100% yield; for example, 0.34 means a 34% yield). (1) The product is [N+:1]([C:4]1[CH:12]=[C:11]2[C:7]([C:8]([CH:22]=[CH:23][C:24]3[CH:29]=[CH:28][CH:27]=[CH:26][CH:25]=3)=[N:9][N:10]2[CH2:13][O:14][CH2:15][CH2:16][Si:17]([CH3:20])([CH3:19])[CH3:18])=[CH:6][CH:5]=1)([O-:3])=[O:2]. The yield is 0.740. The catalyst is CCOC(C)=O.O.C1C=CC([P]([Pd]([P](C2C=CC=CC=2)(C2C=CC=CC=2)C2C=CC=CC=2)([P](C2C=CC=CC=2)(C2C=CC=CC=2)C2C=CC=CC=2)[P](C2C=CC=CC=2)(C2C=CC=CC=2)C2C=CC=CC=2)(C2C=CC=CC=2)C2C=CC=CC=2)=CC=1.CO. The reactants are [N+:1]([C:4]1[CH:12]=[C:11]2[C:7]([C:8](I)=[N:9][N:10]2[CH2:13][O:14][CH2:15][CH2:16][Si:17]([CH3:20])([CH3:19])[CH3:18])=[CH:6][CH:5]=1)([O-:3])=[O:2].[CH:22](B(O)O)=[CH:23][C:24]1[CH:29]=[CH:28][CH:27]=[CH:26][CH:25]=1.C1(C)C=CC=CC=1.[OH-].[Na+]. (2) The reactants are [H-].[Na+].[C:3]([C:5]1([CH2:18][OH:19])[CH2:10][CH2:9][N:8]([C:11]([O:13][C:14]([CH3:17])([CH3:16])[CH3:15])=[O:12])[CH2:7][CH2:6]1)#[N:4].[S:20](Cl)([C:23]1[CH:29]=[CH:28][C:26]([CH3:27])=[CH:25][CH:24]=1)(=[O:22])=[O:21]. The catalyst is C1COCC1. The product is [C:3]([C:5]1([CH2:18][O:19][S:20]([C:23]2[CH:29]=[CH:28][C:26]([CH3:27])=[CH:25][CH:24]=2)(=[O:22])=[O:21])[CH2:10][CH2:9][N:8]([C:11]([O:13][C:14]([CH3:15])([CH3:16])[CH3:17])=[O:12])[CH2:7][CH2:6]1)#[N:4]. The yield is 0.500.